From a dataset of Drug half-life prediction data from Obach et al.. Regression/Classification. Given a drug SMILES string, predict its absorption, distribution, metabolism, or excretion properties. Task type varies by dataset: regression for continuous measurements (e.g., permeability, clearance, half-life) or binary classification for categorical outcomes (e.g., BBB penetration, CYP inhibition). For this dataset (half_life_obach), we predict log10(half-life) (log10 of half-life in hours). (1) The drug is O=P1(N(CCCl)CCCl)NCCCO1. The log10(half-life) is 0.900. (2) The compound is CC1(C)S[C@@H]2[C@H](/N=C/N3CCCCCC3)C(=O)N2[C@H]1C(=O)O. The log10(half-life) is 0.0400.